Dataset: Reaction yield outcomes from USPTO patents with 853,638 reactions. Task: Predict the reaction yield, written as a fraction of the theoretical maximum amount of product (1.0 means a 100% yield; for example, 0.34 means a 34% yield). (1) The reactants are [OH:1][C:2]1[CH:3]=[C:4]2[C:8](=[C:9]([N+:11]([O-:13])=[O:12])[CH:10]=1)[NH:7][C:6]([C:14]([O:16][CH2:17][CH3:18])=[O:15])=[CH:5]2.CC1C=CC(S(O[CH2:30][CH2:31][CH2:32][S:33]([CH3:36])(=[O:35])=[O:34])(=O)=O)=CC=1.C(=O)([O-])[O-].[K+].[K+].CN(C)C=O. The catalyst is O. The product is [CH3:36][S:33]([CH2:32][CH2:31][CH2:30][O:1][C:2]1[CH:3]=[C:4]2[C:8](=[C:9]([N+:11]([O-:13])=[O:12])[CH:10]=1)[NH:7][C:6]([C:14]([O:16][CH2:17][CH3:18])=[O:15])=[CH:5]2)(=[O:35])=[O:34]. The yield is 0.770. (2) The reactants are [CH3:1][C:2]1[N:3]=[N:4][N:5]([CH3:38])[C:6]=1[C:7]1[CH:19]=[N:18][C:17]2[C:16]3[C:15]([F:20])=[CH:14][C:13]([C:21]([OH:24])(C)C)=[CH:12][C:11]=3[N:10]([C@@H:25]([CH:32]3[CH2:37][CH2:36][O:35][CH2:34][CH2:33]3)[C:26]3[CH:31]=[CH:30][CH:29]=[CH:28][CH:27]=3)[C:9]=2[CH:8]=1.C1([C@@H:45](C2CCOCC2)[OH:46])C=CC=CC=1.CN1C(C2C=NC3C4C(F)=CC(C(OC)=O)=CC=4NC=3C=2)=C(C)N=N1. No catalyst specified. The product is [CH3:38][N:5]1[C:6]([C:7]2[CH:19]=[N:18][C:17]3[C:16]4[C:15]([F:20])=[CH:14][C:13]([C:21]([O:46][CH3:45])=[O:24])=[CH:12][C:11]=4[N:10]([C@H:25]([C:26]4[CH:31]=[CH:30][CH:29]=[CH:28][CH:27]=4)[CH:32]4[CH2:33][CH2:34][O:35][CH2:36][CH2:37]4)[C:9]=3[CH:8]=2)=[C:2]([CH3:1])[N:3]=[N:4]1. The yield is 0.0600. (3) The reactants are [CH3:1][C:2]1[CH:6]=[C:5]([C:7]2[CH:8]=[CH:9][C:10]3[N:11]([C:13]([CH2:16][NH2:17])=[N:14][N:15]=3)[N:12]=2)[S:4][N:3]=1.Cl[C:19]1[CH:20]=[CH:21][N:22]=[C:23]2[C:28]=1[N:27]=[CH:26][C:25]([O:29][CH3:30])=[CH:24]2.CC(O)CC.N. The catalyst is CO. The product is [CH3:30][O:29][C:25]1[CH:24]=[C:23]2[C:28]([C:19]([NH:17][CH2:16][C:13]3[N:11]4[N:12]=[C:7]([C:5]5[S:4][N:3]=[C:2]([CH3:1])[CH:6]=5)[CH:8]=[CH:9][C:10]4=[N:15][N:14]=3)=[CH:20][CH:21]=[N:22]2)=[N:27][CH:26]=1. The yield is 0.800. (4) The reactants are [CH3:1][N:2]([CH2:4][C:5]1([C:11]2[CH:16]=[CH:15][C:14]([OH:17])=[CH:13][CH:12]=2)[CH2:10][CH2:9][O:8][CH2:7][CH2:6]1)[CH3:3].Cl[CH2:19][CH:20]([CH3:27])[CH2:21][N:22]1[CH2:26][CH2:25][CH2:24][CH2:23]1.C([O-])([O-])=O.[K+].[K+]. The catalyst is CN(C=O)C. The product is [CH3:3][N:2]([CH3:1])[CH2:4][C:5]1([C:11]2[CH:16]=[CH:15][C:14]([O:17][CH2:19][CH:20]([CH3:27])[CH2:21][N:22]3[CH2:26][CH2:25][CH2:24][CH2:23]3)=[CH:13][CH:12]=2)[CH2:6][CH2:7][O:8][CH2:9][CH2:10]1. The yield is 0.420. (5) The reactants are C(OC([NH:8][C:9]1[CH:10]=[C:11]([CH:21]=[C:22]([O:24][CH3:25])[CH:23]=1)[O:12][CH2:13][CH2:14][CH2:15][C:16]([O:18][CH2:19][CH3:20])=[O:17])=O)(C)(C)C.O1CCOCC1. The catalyst is Cl. The product is [NH2:8][C:9]1[CH:10]=[C:11]([CH:21]=[C:22]([O:24][CH3:25])[CH:23]=1)[O:12][CH2:13][CH2:14][CH2:15][C:16]([O:18][CH2:19][CH3:20])=[O:17]. The yield is 0.720. (6) The reactants are [Cl:1][C:2]1[CH:7]=[CH:6][C:5]([C:8]2[S:9][C:10]([NH:14][C:15]([CH:17]3[CH2:22][CH2:21][CH2:20][NH:19][CH2:18]3)=[O:16])=[C:11]([CH3:13])[N:12]=2)=[CH:4][CH:3]=1.[CH3:23][O:24][C:25]([C:27]1[CH:28]=[C:29](OB(O)O)[CH:30]=[CH:31][CH:32]=1)=[O:26]. No catalyst specified. The product is [Cl:1][C:2]1[CH:7]=[CH:6][C:5]([C:8]2[S:9][C:10]([NH:14][C:15]([CH:17]3[CH2:22][CH2:21][CH2:20][N:19]([C:31]4[CH:32]=[C:27]([CH:28]=[CH:29][CH:30]=4)[C:25]([O:24][CH3:23])=[O:26])[CH2:18]3)=[O:16])=[C:11]([CH3:13])[N:12]=2)=[CH:4][CH:3]=1. The yield is 0.420. (7) The reactants are [OH:1][CH2:2][CH2:3][O:4][CH2:5][CH2:6][NH:7][C:8](=[O:14])[O:9][C:10]([CH3:13])([CH3:12])[CH3:11].[H-].[Na+].[Cl:17][CH2:18][CH2:19][CH2:20][CH2:21][CH2:22][CH2:23]I. The catalyst is C1COCC1.CN(C=O)C. The product is [Cl:17][CH2:18][CH2:19][CH2:20][CH2:21][CH2:22][CH2:23][O:1][CH2:2][CH2:3][O:4][CH2:5][CH2:6][NH:7][C:8](=[O:14])[O:9][C:10]([CH3:11])([CH3:13])[CH3:12]. The yield is 0.710.